From a dataset of NCI-60 drug combinations with 297,098 pairs across 59 cell lines. Regression. Given two drug SMILES strings and cell line genomic features, predict the synergy score measuring deviation from expected non-interaction effect. (1) Drug 1: C1C(C(OC1N2C=C(C(=O)NC2=O)F)CO)O. Drug 2: CC1CCC2CC(C(=CC=CC=CC(CC(C(=O)C(C(C(=CC(C(=O)CC(OC(=O)C3CCCCN3C(=O)C(=O)C1(O2)O)C(C)CC4CCC(C(C4)OC)OCCO)C)C)O)OC)C)C)C)OC. Cell line: HT29. Synergy scores: CSS=39.0, Synergy_ZIP=-4.19, Synergy_Bliss=-0.272, Synergy_Loewe=-9.51, Synergy_HSA=1.13. (2) Drug 1: C1=NC(=NC(=O)N1C2C(C(C(O2)CO)O)O)N. Drug 2: C1=CC=C(C(=C1)C(C2=CC=C(C=C2)Cl)C(Cl)Cl)Cl. Cell line: BT-549. Synergy scores: CSS=6.55, Synergy_ZIP=-2.04, Synergy_Bliss=2.23, Synergy_Loewe=-6.32, Synergy_HSA=0.0253. (3) Drug 1: CC(C1=C(C=CC(=C1Cl)F)Cl)OC2=C(N=CC(=C2)C3=CN(N=C3)C4CCNCC4)N. Drug 2: CC1OCC2C(O1)C(C(C(O2)OC3C4COC(=O)C4C(C5=CC6=C(C=C35)OCO6)C7=CC(=C(C(=C7)OC)O)OC)O)O. Cell line: SF-295. Synergy scores: CSS=55.9, Synergy_ZIP=-1.19, Synergy_Bliss=0.130, Synergy_Loewe=-3.26, Synergy_HSA=2.80. (4) Drug 1: CN1C2=C(C=C(C=C2)N(CCCl)CCCl)N=C1CCCC(=O)O.Cl. Drug 2: N.N.Cl[Pt+2]Cl. Cell line: HOP-92. Synergy scores: CSS=52.8, Synergy_ZIP=-1.94, Synergy_Bliss=-2.24, Synergy_Loewe=-4.07, Synergy_HSA=-0.183. (5) Drug 1: CS(=O)(=O)C1=CC(=C(C=C1)C(=O)NC2=CC(=C(C=C2)Cl)C3=CC=CC=N3)Cl. Drug 2: C(CCl)NC(=O)N(CCCl)N=O. Cell line: PC-3. Synergy scores: CSS=0.647, Synergy_ZIP=-1.50, Synergy_Bliss=1.94, Synergy_Loewe=1.66, Synergy_HSA=1.46.